Task: Predict the reactants needed to synthesize the given product.. Dataset: Full USPTO retrosynthesis dataset with 1.9M reactions from patents (1976-2016) (1) Given the product [CH2:6]([C:10]1[N:11]=[C:12]([CH3:47])[N:13]([C:32]2[CH:33]=[CH:34][C:35]([O:36][C:37]([CH3:44])([CH3:43])[CH2:38][OH:39])=[CH:45][CH:46]=2)[C:14](=[O:31])[C:15]=1[CH2:16][C:17]1[CH:18]=[CH:19][C:20]([C:23]2[C:24]([C:29]#[N:30])=[CH:25][CH:26]=[CH:27][CH:28]=2)=[CH:21][CH:22]=1)[CH2:7][CH2:8][CH3:9], predict the reactants needed to synthesize it. The reactants are: [BH4-].[Na+].[Cl-].[Ca+2].[Cl-].[CH2:6]([C:10]1[N:11]=[C:12]([CH3:47])[N:13]([C:32]2[CH:46]=[CH:45][C:35]([O:36][C:37]([CH3:44])([CH3:43])[C:38](OCC)=[O:39])=[CH:34][CH:33]=2)[C:14](=[O:31])[C:15]=1[CH2:16][C:17]1[CH:22]=[CH:21][C:20]([C:23]2[CH:28]=[CH:27][CH:26]=[CH:25][C:24]=2[C:29]#[N:30])=[CH:19][CH:18]=1)[CH2:7][CH2:8][CH3:9]. (2) Given the product [OH:1][C@@H:2]1[CH2:3][C@H:4]([NH:6][C:7]([C:9]2[C:17]3[C:12](=[N:13][CH:14]=[C:15]([C:18]4[C:26]5[C:21](=[CH:22][C:23]([F:27])=[CH:24][CH:25]=5)[N:20]([CH3:28])[N:19]=4)[N:16]=3)[NH:11][CH:10]=2)=[O:8])[CH2:5]1, predict the reactants needed to synthesize it. The reactants are: [OH:1][C@@H:2]1[CH2:5][C@H:4]([NH:6][C:7]([C:9]2[C:17]3[C:12](=[N:13][CH:14]=[C:15]([C:18]4[C:26]5[C:21](=[CH:22][C:23]([F:27])=[CH:24][CH:25]=5)[N:20]([CH3:28])[N:19]=4)[N:16]=3)[N:11](COCC[Si](C)(C)C)[CH:10]=2)=[O:8])[CH2:3]1.FC(F)(F)C(O)=O.C(N)CN. (3) Given the product [S:21]1[CH:2]=[CH:1][N:22]=[C:20]1[NH:19][C:13]1[C:12]2[C:16](=[CH:17][CH:18]=[C:10]([C:6]3[S:5][CH:9]=[CH:8][CH:7]=3)[CH:11]=2)[NH:15][N:14]=1, predict the reactants needed to synthesize it. The reactants are: [CH2:1](O)[CH3:2].O.[S:5]1[CH:9]=[CH:8][CH:7]=[C:6]1[C:10]1[CH:11]=[C:12]2[C:16](=[CH:17][CH:18]=1)[NH:15][N:14]=[C:13]2[NH:19][C:20]([NH2:22])=[S:21].ClC(OCC)CCl. (4) Given the product [CH3:22][CH:20]1[CH2:19][N:18]([C:2]2[C:11]3[C:6](=[CH:7][CH:8]=[C:9]([O:12][CH3:13])[CH:10]=3)[C:5](=[O:14])[NH:4][CH:3]=2)[CH2:17][CH:16]([CH3:15])[O:21]1, predict the reactants needed to synthesize it. The reactants are: Br[C:2]1[C:11]2[C:6](=[CH:7][CH:8]=[C:9]([O:12][CH3:13])[CH:10]=2)[C:5](=[O:14])[NH:4][CH:3]=1.[CH3:15][C@@H:16]1[O:21][C@H:20]([CH3:22])[CH2:19][NH:18][CH2:17]1.CCN(C(C)C)C(C)C. (5) Given the product [C:28]([O:32][C:33](=[O:42])[N:34]([CH:35]1[CH2:36][CH2:37][N:38]([S:17]([C:13]2[S:14][C:15]([Br:16])=[C:11]([C:7]3[S:6][C:5]([NH:4][C:1](=[O:3])[CH3:2])=[N:9][C:8]=3[CH3:10])[CH:12]=2)(=[O:19])=[O:18])[CH2:39][CH2:40]1)[CH3:41])([CH3:31])([CH3:29])[CH3:30], predict the reactants needed to synthesize it. The reactants are: [C:1]([NH:4][C:5]1[S:6][C:7]([C:11]2[CH:12]=[C:13]([S:17](Cl)(=[O:19])=[O:18])[S:14][C:15]=2[Br:16])=[C:8]([CH3:10])[N:9]=1)(=[O:3])[CH3:2].C(N(CC)CC)C.[C:28]([O:32][C:33](=[O:42])[N:34]([CH3:41])[CH:35]1[CH2:40][CH2:39][NH:38][CH2:37][CH2:36]1)([CH3:31])([CH3:30])[CH3:29]. (6) Given the product [F:1][C:2]([F:10])([F:9])/[CH:3]=[CH:4]\[C:5]([F:8])([F:7])[F:6], predict the reactants needed to synthesize it. The reactants are: [F:1][C:2]([F:10])([F:9])[C:3]#[C:4][C:5]([F:8])([F:7])[F:6].[H][H]. (7) The reactants are: [NH2:1][C:2]1[C:10]2[CH2:9][CH2:8][N:7]([C:11]3[CH:16]=[CH:15][C:14]([CH3:17])=[CH:13][CH:12]=3)[C:6](=[O:18])[C:5]=2[NH:4][N:3]=1.[C:19](=[O:22])([O-])[O-].[K+].[K+].[CH3:25][C:26]1[CH:43]=[C:42]([CH3:44])[CH:41]=[C:40]([CH3:45])[C:27]=1[CH2:28][N:29]1[CH2:34][CH2:33][N:32]([C:35](=O)[CH2:36]CCl)[CH2:31][CH2:30]1. Given the product [NH2:1][C:2]1[C:10]2[CH2:9][CH2:8][N:7]([C:11]3[CH:16]=[CH:15][C:14]([CH3:17])=[CH:13][CH:12]=3)[C:6](=[O:18])[C:5]=2[N:4]([C:19](=[O:22])[CH2:36][CH2:35][N:32]2[CH2:33][CH2:34][N:29]([CH2:28][C:27]3[C:40]([CH3:45])=[CH:41][C:42]([CH3:44])=[CH:43][C:26]=3[CH3:25])[CH2:30][CH2:31]2)[N:3]=1, predict the reactants needed to synthesize it. (8) Given the product [C:19]([O:18][C:17](=[O:23])[NH:16][CH:15]1[CH2:14][S:13][CH2:12][CH2:11][N:10]([CH2:28][C:27]2[CH:30]=[CH:31][C:32]([F:33])=[C:25]([F:24])[CH:26]=2)[C:9]1=[O:8])([CH3:20])([CH3:22])[CH3:21], predict the reactants needed to synthesize it. The reactants are: [H-].[Na+].C1COCC1.[O:8]=[C:9]1[CH:15]([NH:16][C:17](=[O:23])[O:18][C:19]([CH3:22])([CH3:21])[CH3:20])[CH2:14][S:13][CH2:12][CH2:11][NH:10]1.[F:24][C:25]1[CH:26]=[C:27]([CH:30]=[CH:31][C:32]=1[F:33])[CH2:28]Br. (9) Given the product [F:24][C:21]1[CH:20]=[CH:19][C:18]([C:13]2[C:12]([CH2:11][O:10][C:7]3[CH:8]=[CH:9][C:4]([C:3]([OH:25])=[O:2])=[CH:5][N:6]=3)=[C:16]([CH3:17])[O:15][N:14]=2)=[CH:23][CH:22]=1, predict the reactants needed to synthesize it. The reactants are: C[O:2][C:3](=[O:25])[C:4]1[CH:9]=[CH:8][C:7]([O:10][CH2:11][C:12]2[C:13]([C:18]3[CH:23]=[CH:22][C:21]([F:24])=[CH:20][CH:19]=3)=[N:14][O:15][C:16]=2[CH3:17])=[N:6][CH:5]=1.O.[OH-].[Li+].